Task: Predict the product of the given reaction.. Dataset: Forward reaction prediction with 1.9M reactions from USPTO patents (1976-2016) (1) Given the reactants [CH3:1][C:2]1[N:3]=[C:4]2[C:13]3[NH:12][C@H:11]([C:14]4[CH:19]=[CH:18][CH:17]=[CH:16][CH:15]=4)[C@@H:10]([OH:20])[C@H:9]([OH:21])[C:8]=3[CH:7]=[CH:6][N:5]2[C:22]=1[CH3:23].S(=O)(=O)(O)O.[CH2:29](O)[CH3:30], predict the reaction product. The product is: [CH3:1][C:2]1[N:3]=[C:4]2[C:13]3[NH:12][C@H:11]([C:14]4[CH:19]=[CH:18][CH:17]=[CH:16][CH:15]=4)[C@@H:10]([OH:20])[C@H:9]([O:21][CH2:29][CH3:30])[C:8]=3[CH:7]=[CH:6][N:5]2[C:22]=1[CH3:23]. (2) Given the reactants [C:1]([O:5][C:6]([NH:8][C@@H:9]([CH2:13][C:14]1[CH:19]=[CH:18][CH:17]=[CH:16][CH:15]=1)[C:10]([OH:12])=O)=[O:7])([CH3:4])([CH3:3])[CH3:2].[CH3:20][NH:21][C:22]1[CH:27]=[CH:26][CH:25]=[CH:24][CH:23]=1.CN(C(ON1N=NC2C=CC=NC1=2)=[N+](C)C)C.F[P-](F)(F)(F)(F)F.CCN(C(C)C)C(C)C, predict the reaction product. The product is: [CH3:20][N:21]([C:22]1[CH:27]=[CH:26][CH:25]=[CH:24][CH:23]=1)[C:10](=[O:12])[C@@H:9]([NH:8][C:6](=[O:7])[O:5][C:1]([CH3:2])([CH3:3])[CH3:4])[CH2:13][C:14]1[CH:19]=[CH:18][CH:17]=[CH:16][CH:15]=1. (3) Given the reactants [CH3:1][S:2]([N:5]1[CH2:14][CH2:13][C:12]2[C:7](=[CH:8][CH:9]=[C:10]([O:15][CH2:16][CH2:17][CH2:18][C:19]3[CH:24]=[CH:23][C:22]([C:25]4[N:30]=[CH:29][C:28]([CH2:31][OH:32])=[CH:27][N:26]=4)=[CH:21][CH:20]=3)[CH:11]=2)[CH2:6]1)(=[O:4])=[O:3].CS(N1CCC2C(=C[CH:41]=[C:42]([O:47][CH2:48]CCC3C=CC(B4OC(C)(C)C(C)(C)O4)=CC=3)C=2)C1)(=O)=O.ClC1N=CC(CO)=CN=1.C([O-])([O-])=O.[Na+].[Na+], predict the reaction product. The product is: [CH3:48][O:47][CH2:42][CH2:41][O:32][CH2:31][C:28]1[CH:29]=[N:30][C:25]([C:22]2[CH:23]=[CH:24][C:19]([CH2:18][CH2:17][CH2:16][O:15][C:10]3[CH:11]=[C:12]4[C:7](=[CH:8][CH:9]=3)[CH2:6][N:5]([S:2]([CH3:1])(=[O:4])=[O:3])[CH2:14][CH2:13]4)=[CH:20][CH:21]=2)=[N:26][CH:27]=1. (4) Given the reactants O[C:2]1([C:23]2[CH:28]=[CH:27][CH:26]=[CH:25][C:24]=2[CH3:29])[C:6]2[CH:7]=[C:8]([NH:13][C:14](=[O:20])[CH2:15][C:16]([CH3:19])([CH3:18])[CH3:17])[C:9]([CH3:12])=[C:10]([CH3:11])[C:5]=2[O:4][C:3]1([CH3:22])[CH3:21].C([SiH](CC)CC)C.O, predict the reaction product. The product is: [CH3:17][C:16]([CH3:19])([CH3:18])[CH2:15][C:14]([NH:13][C:8]1[C:9]([CH3:12])=[C:10]([CH3:11])[C:5]2[O:4][C:3]([CH3:21])([CH3:22])[CH:2]([C:23]3[CH:28]=[CH:27][CH:26]=[CH:25][C:24]=3[CH3:29])[C:6]=2[CH:7]=1)=[O:20]. (5) The product is: [Br:1][C:2]1[CH:3]=[C:4]2[C:9](=[CH:10][CH:11]=1)[N:8]=[C:7]([C:12]1([CH3:14])[CH2:13][CH:20]=[N:21][NH:22]1)[NH:6][C:5]2=[O:15]. Given the reactants [Br:1][C:2]1[CH:3]=[C:4]2[C:9](=[CH:10][CH:11]=1)[N:8]=[C:7]([C:12]([CH3:14])=[CH2:13])[NH:6][C:5]2=[O:15].[Si]([CH:20]=[N+:21]=[N-:22])(C)(C)C, predict the reaction product. (6) Given the reactants [OH:1][C:2]1[CH:3]=[C:4]([CH:14]=[C:15]([O:17][C@@H:18]([CH3:22])[CH2:19][O:20][CH3:21])[CH:16]=1)[C:5]([NH:7][C:8]1[CH:12]=[CH:11][N:10]([CH3:13])[N:9]=1)=[O:6].Cl[C:24]1[S:25][C:26]2[C:27](=[O:34])[NH:28][CH2:29][CH2:30][CH2:31][C:32]=2[N:33]=1.C(=O)([O-])[O-].[Cs+].[Cs+], predict the reaction product. The product is: [CH3:22][C@H:18]([O:17][C:15]1[CH:14]=[C:4]([CH:3]=[C:2]([O:1][C:24]2[S:25][C:26]3[C:27](=[O:34])[NH:28][CH2:29][CH2:30][CH2:31][C:32]=3[N:33]=2)[CH:16]=1)[C:5]([NH:7][C:8]1[CH:12]=[CH:11][N:10]([CH3:13])[N:9]=1)=[O:6])[CH2:19][O:20][CH3:21]. (7) Given the reactants Cl[CH2:2][CH2:3][NH:4][C:5](=[O:17])[NH:6][C:7]1[CH:16]=[CH:15][C:10]([C:11]([O:13][CH3:14])=[O:12])=[CH:9][CH:8]=1.C([O-])([O-])=O.[K+].[K+], predict the reaction product. The product is: [O:17]=[C:5]1[NH:4][CH2:3][CH2:2][N:6]1[C:7]1[CH:16]=[CH:15][C:10]([C:11]([O:13][CH3:14])=[O:12])=[CH:9][CH:8]=1. (8) Given the reactants [OH:1][CH2:2][C:3]1[O:4][C:5]([CH2:8][OH:9])=[CH:6][CH:7]=1.[H][H], predict the reaction product. The product is: [OH:1][CH2:2][CH:3]1[CH2:7][CH2:6][CH:5]([CH2:8][OH:9])[O:4]1. (9) The product is: [CH2:1]([O:3][C:4](=[O:12])[CH2:5][C:6]1[N:26]2[CH:27]=[CH:28][CH:29]=[CH:30][C:25]2=[N:24][CH:7]=1)[CH3:2]. Given the reactants [CH2:1]([O:3][C:4](=[O:12])[CH:5]=[CH:6][CH:7](OC)OC)[CH3:2].C1(C)C=CC(S(O)(=O)=O)=CC=1.[NH2:24][C:25]1[CH:30]=[CH:29][CH:28]=[CH:27][N:26]=1, predict the reaction product. (10) Given the reactants [S:1]1[C:5]([C@H:6]([O:25][Si](C(C)(C)C)(C2C=CC=CC=2)C2C=CC=CC=2)[CH2:7][CH2:8][C@H:9]2[C@H:13]([OH:14])[CH2:12][C:11](=[O:15])[C@@H:10]2[CH2:16]/[CH:17]=[CH:18]\[CH2:19][CH2:20][CH2:21][C:22]([OH:24])=[O:23])=[CH:4][C:3]2[CH:43]=[CH:44][CH:45]=[CH:46][C:2]1=2.CCCC[N+](CCCC)(CCCC)CCCC.[F-].O, predict the reaction product. The product is: [S:1]1[C:5]([C@H:6]([OH:25])[CH2:7][CH2:8][C@H:9]2[C@H:13]([OH:14])[CH2:12][C:11](=[O:15])[C@@H:10]2[CH2:16]/[CH:17]=[CH:18]\[CH2:19][CH2:20][CH2:21][C:22]([OH:24])=[O:23])=[CH:4][C:3]2[CH:43]=[CH:44][CH:45]=[CH:46][C:2]1=2.